From a dataset of Full USPTO retrosynthesis dataset with 1.9M reactions from patents (1976-2016). Predict the reactants needed to synthesize the given product. (1) Given the product [CH2:24]([C:88]1[C:83]([O:82][CH2:75][C:76]2[CH:77]=[CH:78][CH:79]=[CH:80][CH:81]=2)=[C:84]([CH2:91][CH:92]([OH:95])[CH2:93][OH:94])[CH:85]=[CH:86][CH:87]=1)[C:25]1[CH:30]=[CH:29][CH:28]=[CH:27][CH:26]=1, predict the reactants needed to synthesize it. The reactants are: C(C1C=CC=C(CC2C=CC=CC=2)C=1O)C=C.C(=O)([O-])[O-].[K+].[K+].[CH2:24](Br)[C:25]1[CH:30]=[CH:29][CH:28]=[CH:27][CH:26]=1.C(C1C=CC(OC)=CC=1OCC1C=CC=CC=1)C=C.C(C1C=CC=C(CC2C=CC=CC=2)C=1OCC1C=CC=CC=1)C=C.[CH2:75]([O:82][C:83]1[CH:88]=[C:87](OC)[CH:86]=[CH:85][C:84]=1[CH2:91][CH:92]([OH:95])[CH2:93][OH:94])[C:76]1[CH:81]=[CH:80][CH:79]=[CH:78][CH:77]=1. (2) Given the product [C:1]([O:5][C:6]([N:8]1[C:16]2[C:11](=[CH:12][CH:13]=[C:14]([CH2:17][OH:18])[CH:15]=2)[CH:10]=[C:9]1[C:26]1[CH:31]=[C:30]([C:32]2[CH:33]=[C:34]([CH3:40])[C:35]([OH:39])=[C:36]([CH3:38])[CH:37]=2)[N:29]=[N:28][C:27]=1[O:41][CH3:42])=[O:7])([CH3:4])([CH3:3])[CH3:2], predict the reactants needed to synthesize it. The reactants are: [C:1]([O:5][C:6]([N:8]1[C:16]2[C:11](=[CH:12][CH:13]=[C:14]([CH2:17][O:18][Si](C(C)(C)C)(C)C)[CH:15]=2)[CH:10]=[C:9]1[C:26]1[CH:31]=[C:30]([C:32]2[CH:37]=[C:36]([CH3:38])[C:35]([OH:39])=[C:34]([CH3:40])[CH:33]=2)[N:29]=[N:28][C:27]=1[O:41][CH3:42])=[O:7])([CH3:4])([CH3:3])[CH3:2].O.O.O.[F-].C([N+](CCCC)(CCCC)CCCC)CCC. (3) The reactants are: [F:1][C:2]1[C:3]([NH:16][C:17]2[CH:22]=[CH:21][C:20](I)=[CH:19][C:18]=2[F:24])=[C:4]([CH:12]=[CH:13][C:14]=1[F:15])[C:5]([NH:7][O:8][CH2:9][CH2:10][OH:11])=[O:6].C([O-])([O-])=O.[K+].[K+].O.N[C:33]1C=CC=C[CH:34]=1. Given the product [CH:33]([C:20]1[CH:21]=[CH:22][C:17]([NH:16][C:3]2[C:2]([F:1])=[C:14]([F:15])[CH:13]=[CH:12][C:4]=2[C:5]([NH:7][O:8][CH2:9][CH2:10][OH:11])=[O:6])=[C:18]([F:24])[CH:19]=1)=[CH2:34], predict the reactants needed to synthesize it. (4) Given the product [Br:1][C:2]1[C:7]([CH3:8])=[CH:6][C:5]([O:9][CH3:13])=[CH:4][C:3]=1[CH3:10], predict the reactants needed to synthesize it. The reactants are: [Br:1][C:2]1[C:7]([CH3:8])=[CH:6][C:5]([OH:9])=[CH:4][C:3]=1[CH3:10].IC.[C:13](=O)([O-])[O-].[K+].[K+].O. (5) Given the product [CH3:1][C:2]1[CH:10]=[CH:9][C:5]([C:6]([NH:53][C:54]2[S:55][CH:56]=[CH:57][N:58]=2)=[O:7])=[CH:4][C:3]=1[B:11]1[O:12][C:13]([CH3:19])([CH3:18])[C:14]([CH3:17])([CH3:16])[O:15]1, predict the reactants needed to synthesize it. The reactants are: [CH3:1][C:2]1[CH:10]=[CH:9][C:5]([C:6](O)=[O:7])=[CH:4][C:3]=1[B:11]1[O:15][C:14]([CH3:17])([CH3:16])[C:13]([CH3:19])([CH3:18])[O:12]1.CCN(C(C)C)C(C)C.CN(C(ON1N=NC2C=CC=NC1=2)=[N+](C)C)C.F[P-](F)(F)(F)(F)F.[NH2:53][C:54]1[S:55][CH:56]=[CH:57][N:58]=1.